This data is from Reaction yield outcomes from USPTO patents with 853,638 reactions. The task is: Predict the reaction yield, written as a fraction of the theoretical maximum amount of product (1.0 means a 100% yield; for example, 0.34 means a 34% yield). The reactants are ClC(Cl)(Cl)C(Cl)(Cl)Cl.C(N(CC)CC)C.[CH2:16]([O:23][C:24](=[O:47])[NH:25][C@H:26]1[CH2:31][CH2:30][C@H:29]([C:32]([NH:34][NH:35][C:36](=[O:46])[CH2:37][O:38][CH2:39][C:40]2[CH:45]=[CH:44][CH:43]=[CH:42][CH:41]=2)=O)[CH2:28][CH2:27]1)[C:17]1[CH:22]=[CH:21][CH:20]=[CH:19][CH:18]=1.C1(P(C2C=CC=CC=2)C2C=CC=CC=2)C=CC=CC=1. The catalyst is ClCCl. The product is [CH2:16]([O:23][C:24](=[O:47])[NH:25][C@H:26]1[CH2:31][CH2:30][C@H:29]([C:32]2[O:46][C:36]([CH2:37][O:38][CH2:39][C:40]3[CH:45]=[CH:44][CH:43]=[CH:42][CH:41]=3)=[N:35][N:34]=2)[CH2:28][CH2:27]1)[C:17]1[CH:18]=[CH:19][CH:20]=[CH:21][CH:22]=1. The yield is 0.860.